This data is from Forward reaction prediction with 1.9M reactions from USPTO patents (1976-2016). The task is: Predict the product of the given reaction. Given the reactants [CH2:1]([C@:8]1([NH:20][C:21]([O:23][C:24]([CH3:27])([CH3:26])[CH3:25])=[O:22])[C:15](=[O:16])[N:14]2[C@@H:10]([S:11][CH2:12][C@H:13]2[C:17]([NH2:19])=O)[CH2:9]1)[C:2]1[CH:7]=[CH:6][CH:5]=[CH:4][CH:3]=1.N1C(Cl)=NC(Cl)=NC=1Cl, predict the reaction product. The product is: [CH2:1]([C@:8]1([NH:20][C:21](=[O:22])[O:23][C:24]([CH3:26])([CH3:25])[CH3:27])[C:15](=[O:16])[N:14]2[C@@H:10]([S:11][CH2:12][C@H:13]2[C:17]#[N:19])[CH2:9]1)[C:2]1[CH:7]=[CH:6][CH:5]=[CH:4][CH:3]=1.